From a dataset of Forward reaction prediction with 1.9M reactions from USPTO patents (1976-2016). Predict the product of the given reaction. (1) Given the reactants [C:1]([O:5][C:6]([N:8]1[CH2:13][CH2:12][CH:11]([NH2:14])[CH2:10][CH2:9]1)=[O:7])([CH3:4])([CH3:3])[CH3:2].C(=O)(O)[O-].[Na+].Cl[C:21]([O:23][CH2:24][C:25]1[CH:30]=[CH:29][CH:28]=[CH:27][CH:26]=1)=[O:22], predict the reaction product. The product is: [C:1]([O:5][C:6]([N:8]1[CH2:13][CH2:12][CH:11]([NH:14][C:21]([O:23][CH2:24][C:25]2[CH:30]=[CH:29][CH:28]=[CH:27][CH:26]=2)=[O:22])[CH2:10][CH2:9]1)=[O:7])([CH3:4])([CH3:2])[CH3:3]. (2) Given the reactants C[O:2][C:3](=O)[CH2:4][C:5]1[CH:9]=[CH:8][O:7][N:6]=1.O.[NH2:12][NH2:13], predict the reaction product. The product is: [O:7]1[CH:8]=[CH:9][C:5]([CH2:4][C:3]([NH:12][NH2:13])=[O:2])=[N:6]1. (3) Given the reactants [CH2:1]([C:3]1[O:4][C:5]2[C:11]([CH2:12][O:13][C:14]3[N:19]=[C:18]([C:20]([F:23])([F:22])[F:21])[C:17](/[CH:24]=[CH:25]/[C:26]([O:28][CH2:29][CH3:30])=[O:27])=[CH:16][CH:15]=3)=[CH:10][C:9]([F:31])=[CH:8][C:6]=2[CH:7]=1)[CH3:2], predict the reaction product. The product is: [CH2:1]([C:3]1[O:4][C:5]2[C:11]([CH2:12][O:13][C:14]3[N:19]=[C:18]([C:20]([F:21])([F:22])[F:23])[C:17]([CH2:24][CH2:25][C:26]([O:28][CH2:29][CH3:30])=[O:27])=[CH:16][CH:15]=3)=[CH:10][C:9]([F:31])=[CH:8][C:6]=2[CH:7]=1)[CH3:2].